Predict which catalyst facilitates the given reaction. From a dataset of Catalyst prediction with 721,799 reactions and 888 catalyst types from USPTO. (1) Reactant: [Br:1][C:2]1[CH:3]=[C:4]([CH2:7][N:8]2[C:12](=[O:13])[O:11][N:10]=[C:9]2[C:14]2[C:18]([NH:19][CH2:20][CH2:21][OH:22])=[N:17][O:16][N:15]=2)[O:5][CH:6]=1.[CH3:23][S:24](Cl)(=[O:26])=[O:25].C(N(CC)CC)C. Product: [CH3:23][S:24]([O:22][CH2:21][CH2:20][NH:19][C:18]1[C:14]([C:9]2[N:8]([CH2:7][C:4]3[O:5][CH:6]=[C:2]([Br:1])[CH:3]=3)[C:12](=[O:13])[O:11][N:10]=2)=[N:15][O:16][N:17]=1)(=[O:26])=[O:25]. The catalyst class is: 13. (2) Reactant: [CH3:1][O:2][C:3]1[CH:10]=[CH:9][C:8]([C:11]2[C:19]3[C:14](=[N:15][CH:16]=[CH:17][CH:18]=3)[N:13]([S:20]([C:23]3[CH:28]=[CH:27][C:26]([CH3:29])=[CH:25][CH:24]=3)(=[O:22])=[O:21])[CH:12]=2)=[CH:7][C:4]=1[CH:5]=O.[OH-].[NH4+:31].II. Product: [CH3:1][O:2][C:3]1[CH:10]=[CH:9][C:8]([C:11]2[C:19]3[C:14](=[N:15][CH:16]=[CH:17][CH:18]=3)[N:13]([S:20]([C:23]3[CH:28]=[CH:27][C:26]([CH3:29])=[CH:25][CH:24]=3)(=[O:22])=[O:21])[CH:12]=2)=[CH:7][C:4]=1[C:5]#[N:31]. The catalyst class is: 30. (3) Reactant: Cl.CCOCC.[O:7]1[C:11]2[CH:12]=[CH:13][C:14]([C:16]3([C:19]([NH:21][C:22]4[S:23][C:24]([CH:27]([C:34]5[CH:39]=[CH:38][CH:37]=[CH:36][C:35]=5[Cl:40])[N:28]5[CH2:32][CH2:31][C@@H:30]([OH:33])[CH2:29]5)=[CH:25][N:26]=4)=[O:20])[CH2:18][CH2:17]3)=[CH:15][C:10]=2[O:9][CH2:8]1. Product: [ClH:40].[O:7]1[C:11]2[CH:12]=[CH:13][C:14]([C:16]3([C:19]([NH:21][C:22]4[S:23][C:24]([CH:27]([C:34]5[CH:39]=[CH:38][CH:37]=[CH:36][C:35]=5[Cl:40])[N:28]5[CH2:32][CH2:31][C@@H:30]([OH:33])[CH2:29]5)=[CH:25][N:26]=4)=[O:20])[CH2:18][CH2:17]3)=[CH:15][C:10]=2[O:9][CH2:8]1. The catalyst class is: 4.